Dataset: Choline transporter screen with 302,306 compounds. Task: Binary Classification. Given a drug SMILES string, predict its activity (active/inactive) in a high-throughput screening assay against a specified biological target. (1) The compound is O(C(=O)C1CCN(CC1)Cc1c(OC)cc(OC)cc1)CC. The result is 0 (inactive). (2) The compound is O=C(C1CCCN(C1)C(=O)c1cc[n+]([O-])cc1)c1c2c3c(CCc3ccc2)cc1. The result is 0 (inactive). (3) The molecule is S(=O)(=O)(N1CC(CCC1)C(=O)Nc1ccc(cc1)CC)c1sccc1. The result is 0 (inactive). (4) The molecule is S=C1NC2(NN1CCC(C)C)CC(CCC2)C. The result is 0 (inactive). (5) The compound is s1c(c(n2c1nc(c2)c1ccc(F)cc1)C)C(=O)NCCCN1CCOCC1. The result is 0 (inactive). (6) The drug is O1CCN(c2c3c(nn(c3ncc2C(OCC)=O)C)C2CC2)CC1. The result is 0 (inactive). (7) The drug is O=C(Nc1c(cccc1)C)C=1C(n2[nH]cnc2=NC1C)c1ccc(cc1)C(OC)=O. The result is 0 (inactive). (8) The compound is O(C(=O)CNC(=O)c1cccnc1)CC. The result is 0 (inactive).